From a dataset of Full USPTO retrosynthesis dataset with 1.9M reactions from patents (1976-2016). Predict the reactants needed to synthesize the given product. (1) Given the product [CH3:1][O:2][C:3]1[N:8]=[C:7]2[C:9]([C:13]3[NH:33][C:16]4=[N:17][CH:18]=[CH:19][C:20]([CH2:21][NH:22][CH2:23][CH2:24][NH:25][C:26](=[O:32])[O:27][C:28]([CH3:31])([CH3:30])[CH3:29])=[C:15]4[CH:14]=3)=[CH:10][N:11]([CH3:12])[C:6]2=[CH:5][C:4]=1[O:44][CH3:45], predict the reactants needed to synthesize it. The reactants are: [CH3:1][O:2][C:3]1[N:8]=[C:7]2[C:9]([C:13]3[N:33](S(C4C=CC(C)=CC=4)(=O)=O)[C:16]4=[N:17][CH:18]=[CH:19][C:20]([CH2:21][NH:22][CH2:23][CH2:24][NH:25][C:26](=[O:32])[O:27][C:28]([CH3:31])([CH3:30])[CH3:29])=[C:15]4[CH:14]=3)=[CH:10][N:11]([CH3:12])[C:6]2=[CH:5][C:4]=1[O:44][CH3:45].[OH-].[K+]. (2) Given the product [CH3:30][N:26]1[CH2:25][CH:24]([C:31]2[CH:35]=[CH:34][S:33][CH:32]=2)[C:23]2[C:28](=[CH:29][C:20]([O:19][CH2:18][CH2:40][CH2:1][N:2]3[CH2:11][CH2:10][CH2:9][CH2:4][CH2:3]3)=[CH:21][CH:22]=2)[CH2:27]1, predict the reactants needed to synthesize it. The reactants are: [CH3:1][N:2]1[CH2:11][CH:10](C2C=CSC=2)[C:9]2[C:4](=CC(O)=CC=2)[CH2:3]1.[CH3:18][O:19][C:20]1[CH:29]=[C:28]2[C:23]([CH:24]([C:31]3[CH:35]=[CH:34][S:33][CH:32]=3)[CH2:25][N:26]([CH3:30])[CH2:27]2)=[CH:22][CH:21]=1.B(Br)(Br)Br.[C:40]([O-])(O)=O.[Na+]. (3) Given the product [Br:1][C:2]1[CH:3]=[C:4]2[C:10]([CH3:12])([CH3:11])[CH2:9][NH:8][C:5]2=[N:6][CH:7]=1, predict the reactants needed to synthesize it. The reactants are: [Br:1][C:2]1[CH:3]=[C:4]2[C:10]([CH3:12])([CH3:11])[C:9](=O)[NH:8][C:5]2=[N:6][CH:7]=1.